From a dataset of Forward reaction prediction with 1.9M reactions from USPTO patents (1976-2016). Predict the product of the given reaction. Given the reactants [CH2:1]([N:3]1[C:12]2[C:7](=[CH:8][C:9](I)=[CH:10][CH:11]=2)[C:6](=[O:14])[C:5]([C:15]([OH:17])=[O:16])=[CH:4]1)[CH3:2].[CH2:18]([O:21][CH2:22][CH2:23][OH:24])[CH:19]=[CH2:20], predict the reaction product. The product is: [CH2:1]([N:3]1[C:12]2[C:7](=[CH:8][C:9]([CH:20]=[CH:19][CH2:18][O:21][CH2:22][CH2:23][OH:24])=[CH:10][CH:11]=2)[C:6](=[O:14])[C:5]([C:15]([OH:17])=[O:16])=[CH:4]1)[CH3:2].